This data is from Forward reaction prediction with 1.9M reactions from USPTO patents (1976-2016). The task is: Predict the product of the given reaction. (1) Given the reactants Cl.Cl.[CH2:3]([O:5][C:6]1[CH:7]=[C:8]([C:12]2([CH2:18][CH2:19][N:20]3[CH:25]4[CH2:26][CH2:27][CH:21]3[CH2:22][CH:23]([N:28]3[C:32]5[CH:33]=[CH:34][CH:35]=[CH:36][C:31]=5[N:30]=[C:29]3[CH3:37])[CH2:24]4)[CH2:17][CH2:16][NH:15][CH2:14][CH2:13]2)[CH:9]=[CH:10][CH:11]=1)[CH3:4].C(N(CC)CC)C.[CH3:45][C:46]([CH3:51])([CH3:50])[C:47](Cl)=[O:48], predict the reaction product. The product is: [CH3:45][C:46]([CH3:51])([CH3:50])[C:47]([N:15]1[CH2:16][CH2:17][C:12]([CH2:18][CH2:19][N:20]2[C@H:21]3[CH2:27][CH2:26][C@@H:25]2[CH2:24][CH:23]([N:28]2[C:32]4[CH:33]=[CH:34][CH:35]=[CH:36][C:31]=4[N:30]=[C:29]2[CH3:37])[CH2:22]3)([C:8]2[CH:9]=[CH:10][CH:11]=[C:6]([O:5][CH2:3][CH3:4])[CH:7]=2)[CH2:13][CH2:14]1)=[O:48]. (2) Given the reactants [F:1][CH:2]([F:40])[C:3]1[CH:12]=[C:11]2[C:6]([CH2:7][CH2:8][CH2:9][N:10]2[C:13]2[C:17]3[CH2:18][N:19]([C:22](=[O:24])[CH3:23])[CH2:20][CH2:21][C:16]=3[N:15]([CH:25]3[CH2:30][CH2:29][O:28][CH2:27][CH2:26]3)[N:14]=2)=[CH:5][C:4]=1B1OC(C)(C)C(C)(C)O1.Br[C:42]1[CH:46]=[CH:45][N:44]([CH3:47])[N:43]=1.C([O-])([O-])=O.[Na+].[Na+].C1(P(C2CCCCC2)C2C=CC=CC=2C2C(C(C)C)=CC(C(C)C)=CC=2C(C)C)CCCCC1, predict the reaction product. The product is: [F:1][CH:2]([F:40])[C:3]1[CH:12]=[C:11]2[C:6]([CH2:7][CH2:8][CH2:9][N:10]2[C:13]2[C:17]3[CH2:18][N:19]([C:22](=[O:24])[CH3:23])[CH2:20][CH2:21][C:16]=3[N:15]([CH:25]3[CH2:26][CH2:27][O:28][CH2:29][CH2:30]3)[N:14]=2)=[CH:5][C:4]=1[C:42]1[CH:46]=[CH:45][N:44]([CH3:47])[N:43]=1.